This data is from Forward reaction prediction with 1.9M reactions from USPTO patents (1976-2016). The task is: Predict the product of the given reaction. (1) Given the reactants [OH-].[Na+].[Cl:3][C:4]1[N:9]=[C:8](Cl)[C:7]([O:11][CH3:12])=[CH:6][N:5]=1.C1C[O:16]CC1.Cl, predict the reaction product. The product is: [Cl:3][C:4]1[N:9]=[C:8]([OH:16])[C:7]([O:11][CH3:12])=[CH:6][N:5]=1. (2) Given the reactants [NH:1]1[CH2:5][CH2:4][CH2:3][C:2]1=O.O=P(Cl)(Cl)Cl.[NH2:12][C:13]1[CH:21]=[C:20]2[C:16]([C:17]([C:32]([NH:34][CH2:35][C:36]3[CH:41]=[CH:40][C:39]([F:42])=[C:38]([F:43])[CH:37]=3)=[O:33])=[C:18]([CH:29]([CH3:31])[CH3:30])[N:19]2[CH2:22][C:23]2[CH:28]=[CH:27][CH:26]=[CH:25][CH:24]=2)=[CH:15][C:14]=1[F:44], predict the reaction product. The product is: [CH2:22]([N:19]1[C:20]2[C:16](=[CH:15][C:14]([F:44])=[C:13]([NH:12][C:2]3[CH2:3][CH2:4][CH2:5][N:1]=3)[CH:21]=2)[C:17]([C:32]([NH:34][CH2:35][C:36]2[CH:41]=[CH:40][C:39]([F:42])=[C:38]([F:43])[CH:37]=2)=[O:33])=[C:18]1[CH:29]([CH3:30])[CH3:31])[C:23]1[CH:28]=[CH:27][CH:26]=[CH:25][CH:24]=1. (3) Given the reactants [OH:1][C:2]1[C:3](=[O:16])[NH:4][N:5]=[C:6]([CH2:8][CH2:9][C:10]2[CH:15]=CC=CC=2)[CH:7]=1.C(OC1N=NC(C=C2CC2)=CC=1OCC1C=CC=CC=1)C1C=CC=CC=1, predict the reaction product. The product is: [CH:9]1([CH2:8][C:6]2[CH:7]=[C:2]([OH:1])[C:3](=[O:16])[NH:4][N:5]=2)[CH2:10][CH2:15]1. (4) Given the reactants [NH2:1][C:2]1[NH:6][N:5]=[C:4]([CH3:7])[C:3]=1[C:8]1[CH:9]=[CH:10][C:11]([O:29][CH3:30])=[C:12]([O:14][CH2:15][CH:16]2[CH2:21][CH2:20][N:19]([C:22](OC(C)(C)C)=O)[CH2:18][CH2:17]2)[CH:13]=1.[OH:31][C:32]1[CH:39]=[CH:38][C:35]([CH:36]=O)=[CH:34][CH:33]=1.[C:40]([OH:46])([C:42]([F:45])([F:44])[F:43])=[O:41].[C:55](O[C:55]([O:57][C:58]([CH3:61])([CH3:60])[CH3:59])=[O:56])([O:57][C:58]([CH3:61])([CH3:60])[CH3:59])=[O:56], predict the reaction product. The product is: [F:43][C:42]([F:45])([F:44])[C:40]([OH:46])=[O:41].[C:55](=[O:56])([O:31][C:32]1[CH:39]=[CH:38][C:35]([C:36]2[C:9]3[CH:10]=[C:11]([O:29][CH3:30])[C:12]([O:14][CH2:15][CH:16]4[CH2:17][CH2:18][N:19]([CH3:22])[CH2:20][CH2:21]4)=[CH:13][C:8]=3[C:3]3[C:4]([CH3:7])=[N:5][NH:6][C:2]=3[N:1]=2)=[CH:34][CH:33]=1)[O:57][C:58]([CH3:59])([CH3:60])[CH3:61]. (5) Given the reactants N[C:2]1[C:7]([C:8]2[CH:13]=[CH:12][C:11]([C:14]([F:17])([F:16])[F:15])=[CH:10][CH:9]=2)=[CH:6][C:5]([C:18]2([C:23]([O:25][CH2:26][CH3:27])=[O:24])[CH2:22][CH2:21][CH2:20][CH2:19]2)=[CH:4][C:3]=1[O:28][CH2:29][C:30]([F:33])([F:32])[F:31].N([O-])=O.[Na+].CC#N.O.[ClH:42], predict the reaction product. The product is: [Cl:42][C:2]1[C:7]([C:8]2[CH:13]=[CH:12][C:11]([C:14]([F:17])([F:16])[F:15])=[CH:10][CH:9]=2)=[CH:6][C:5]([C:18]2([C:23]([O:25][CH2:26][CH3:27])=[O:24])[CH2:22][CH2:21][CH2:20][CH2:19]2)=[CH:4][C:3]=1[O:28][CH2:29][C:30]([F:33])([F:32])[F:31]. (6) Given the reactants [F:1][C:2]([F:7])([F:6])[C:3]([OH:5])=[O:4].[F:8][C:9]([F:14])([F:13])[C:10]([OH:12])=[O:11].FC(F)(F)C(O)=O.[NH:22]1[CH2:25][CH:24]([CH2:26][C:27]([NH:29][C:30]2[CH:31]=[CH:32][C:33]3[NH:34][C:35]4[N:51]=[C:39]([NH:40][C:41]5[CH:42]=[N:43][CH:44]=[C:45]([CH:50]=5)[CH2:46][CH2:47][C:48]=2[CH:49]=3)[N:38]=[CH:37][C:36]=4[Cl:52])=[O:28])[CH2:23]1.[NH:53]1[CH:57]=[C:56]([C:58](O)=[O:59])[CH:55]=[N:54]1, predict the reaction product. The product is: [F:1][C:2]([F:7])([F:6])[C:3]([OH:5])=[O:4].[F:8][C:9]([F:14])([F:13])[C:10]([OH:12])=[O:11].[Cl:52][C:36]1[CH:37]=[N:38][C:39]2[NH:40][C:41]3[CH:42]=[N:43][CH:44]=[C:45]([CH:50]=3)[CH2:46][CH2:47][C:48]3[CH:49]=[C:33]([NH:34][C:35]=1[N:51]=2)[CH:32]=[CH:31][C:30]=3[NH:29][C:27](=[O:28])[CH2:26][CH:24]1[CH2:23][N:22]([C:58]([C:56]2[CH:57]=[N:53][NH:54][CH:55]=2)=[O:59])[CH2:25]1. (7) Given the reactants [CH3:16][C:11]1([CH3:17])[C:12]([CH3:15])([CH3:14])[O:13][B:9]([B:9]2[O:13][C:12]([CH3:15])([CH3:14])[C:11]([CH3:17])([CH3:16])[O:10]2)[O:10]1.C([O-])(=O)C.[K+].Br[C:25]1[CH:26]=[N:27][CH:28]=[C:29]([CH:32]2[CH2:34][CH2:33]2)[C:30]=1[CH3:31].C(Cl)Cl, predict the reaction product. The product is: [CH:32]1([C:29]2[CH:28]=[N:27][CH:26]=[C:25]([B:9]3[O:10][C:11]([CH3:16])([CH3:17])[C:12]([CH3:14])([CH3:15])[O:13]3)[C:30]=2[CH3:31])[CH2:34][CH2:33]1.